This data is from Full USPTO retrosynthesis dataset with 1.9M reactions from patents (1976-2016). The task is: Predict the reactants needed to synthesize the given product. Given the product [C:1]([OH:8])(=[O:7])/[CH:2]=[CH:3]\[C:4]([OH:6])=[O:5].[CH3:11][N:10]([CH2:12][C@@H:13]1[CH2:18][CH2:17][CH2:16][CH2:15][C@H:14]1[C:19]1[CH:20]=[C:21]([OH:25])[CH:22]=[CH:23][CH:24]=1)[CH3:9], predict the reactants needed to synthesize it. The reactants are: [C:1]([OH:8])(=[O:7])/[CH:2]=[CH:3]\[C:4]([OH:6])=[O:5].[CH3:9][N:10]([CH2:12][C@@H:13]1[CH2:18][CH2:17][CH2:16][CH2:15][C@H:14]1[C:19]1[CH:20]=[C:21]([OH:25])[CH:22]=[CH:23][CH:24]=1)[CH3:11].